From a dataset of Forward reaction prediction with 1.9M reactions from USPTO patents (1976-2016). Predict the product of the given reaction. Given the reactants [Br:1][C:2]1[CH:3]=[C:4]2[C:9](=[CH:10][CH:11]=1)[CH:8]=[C:7]([C:12](=[O:14])[CH3:13])[CH:6]=[CH:5]2.[F:15][C:16]([Si](C)(C)C)([F:18])[F:17].C([O-])(=O)C.[Li+].Cl, predict the reaction product. The product is: [Br:1][C:2]1[CH:3]=[C:4]2[C:9](=[CH:10][CH:11]=1)[CH:8]=[C:7]([C:12]([OH:14])([CH3:13])[C:16]([F:18])([F:17])[F:15])[CH:6]=[CH:5]2.